Dataset: NCI-60 drug combinations with 297,098 pairs across 59 cell lines. Task: Regression. Given two drug SMILES strings and cell line genomic features, predict the synergy score measuring deviation from expected non-interaction effect. (1) Drug 1: C1CC(C1)(C(=O)O)C(=O)O.[NH2-].[NH2-].[Pt+2]. Drug 2: CC(C)CN1C=NC2=C1C3=CC=CC=C3N=C2N. Cell line: PC-3. Synergy scores: CSS=17.1, Synergy_ZIP=-3.75, Synergy_Bliss=-0.301, Synergy_Loewe=1.28, Synergy_HSA=1.34. (2) Drug 1: C1CCC(C1)C(CC#N)N2C=C(C=N2)C3=C4C=CNC4=NC=N3. Drug 2: CC=C1C(=O)NC(C(=O)OC2CC(=O)NC(C(=O)NC(CSSCCC=C2)C(=O)N1)C(C)C)C(C)C. Cell line: HCC-2998. Synergy scores: CSS=50.5, Synergy_ZIP=-0.947, Synergy_Bliss=-10.9, Synergy_Loewe=-77.5, Synergy_HSA=-13.7. (3) Drug 1: C1=NC2=C(N=C(N=C2N1C3C(C(C(O3)CO)O)F)Cl)N. Drug 2: C1CNP(=O)(OC1)N(CCCl)CCCl. Cell line: LOX IMVI. Synergy scores: CSS=-0.956, Synergy_ZIP=1.02, Synergy_Bliss=0.561, Synergy_Loewe=-1.42, Synergy_HSA=-1.30. (4) Drug 1: C1=CC(=C2C(=C1NCCNCCO)C(=O)C3=C(C=CC(=C3C2=O)O)O)NCCNCCO. Drug 2: C1C(C(OC1N2C=NC3=C2NC=NCC3O)CO)O. Cell line: HCC-2998. Synergy scores: CSS=25.4, Synergy_ZIP=-2.04, Synergy_Bliss=-2.77, Synergy_Loewe=-26.1, Synergy_HSA=-3.01. (5) Drug 1: CC(C1=C(C=CC(=C1Cl)F)Cl)OC2=C(N=CC(=C2)C3=CN(N=C3)C4CCNCC4)N. Drug 2: CN(CCCl)CCCl.Cl. Cell line: MDA-MB-231. Synergy scores: CSS=9.39, Synergy_ZIP=-2.53, Synergy_Bliss=-1.08, Synergy_Loewe=-2.28, Synergy_HSA=-1.93. (6) Drug 1: C1CCC(CC1)NC(=O)N(CCCl)N=O. Drug 2: C1CN(CCN1C(=O)CCBr)C(=O)CCBr. Cell line: HT29. Synergy scores: CSS=38.4, Synergy_ZIP=-2.70, Synergy_Bliss=6.39, Synergy_Loewe=-2.92, Synergy_HSA=5.17. (7) Drug 1: CC=C1C(=O)NC(C(=O)OC2CC(=O)NC(C(=O)NC(CSSCCC=C2)C(=O)N1)C(C)C)C(C)C. Drug 2: C(CCl)NC(=O)N(CCCl)N=O. Cell line: UACC62. Synergy scores: CSS=63.5, Synergy_ZIP=8.76, Synergy_Bliss=8.38, Synergy_Loewe=-12.9, Synergy_HSA=8.61.